The task is: Predict the reaction yield, written as a fraction of the theoretical maximum amount of product (1.0 means a 100% yield; for example, 0.34 means a 34% yield).. This data is from Reaction yield outcomes from USPTO patents with 853,638 reactions. (1) The reactants are [C:1]([O:5][C:6](=[O:35])[N:7]([CH2:11][CH2:12][CH2:13][N:14]1[C:22]([S:23][C:24]2[C:32]([I:33])=[CH:31][C:27]3[O:28][CH2:29][O:30][C:26]=3[CH:25]=2)=[N:21][C:20]2[C:15]1=[N:16][CH:17]=[N:18][C:19]=2N)[CH:8]([CH3:10])[CH3:9])([CH3:4])([CH3:3])[CH3:2].N([O-])=[O:37].[Na+]. The catalyst is CC(O)=O.O. The product is [C:1]([O:5][C:6](=[O:35])[N:7]([CH2:11][CH2:12][CH2:13][N:14]1[C:22]([S:23][C:24]2[C:32]([I:33])=[CH:31][C:27]3[O:28][CH2:29][O:30][C:26]=3[CH:25]=2)=[N:21][C:20]2[C:19](=[O:37])[NH:18][CH:17]=[N:16][C:15]1=2)[CH:8]([CH3:10])[CH3:9])([CH3:3])([CH3:4])[CH3:2]. The yield is 0.670. (2) The reactants are [C:1]1([S:7]([C:10]2[CH:11]=[CH:12][C:13]([CH2:20][CH2:21][CH3:22])=[C:14]([S:16](Cl)(=[O:18])=[O:17])[CH:15]=2)(=[O:9])=[O:8])[CH:6]=[CH:5][CH:4]=[CH:3][CH:2]=1.[CH2:23]([NH2:31])[CH2:24][C:25]1[CH:30]=[CH:29][CH:28]=[CH:27][CH:26]=1. The yield is 0.770. The catalyst is ClCCl. The product is [C:25]1([CH2:24][CH2:23][NH:31][S:16]([C:14]2[CH:15]=[C:10]([S:7]([C:1]3[CH:6]=[CH:5][CH:4]=[CH:3][CH:2]=3)(=[O:9])=[O:8])[CH:11]=[CH:12][C:13]=2[CH2:20][CH2:21][CH3:22])(=[O:18])=[O:17])[CH:30]=[CH:29][CH:28]=[CH:27][CH:26]=1. (3) The reactants are C(O[C:4](=[O:20])[C:5]([C:18]#[N:19])=[CH:6][NH:7][C:8]1[CH:13]=[CH:12][C:11]([O:14][CH3:15])=[C:10]([O:16][CH3:17])[CH:9]=1)C.C1C=CC(C2C=CC=CC=2)=CC=1.C1C=CC(OC2C=CC=CC=2)=CC=1. The catalyst is CCCCCC. The product is [CH3:15][O:14][C:11]1[CH:12]=[C:13]2[C:8](=[CH:9][C:10]=1[O:16][CH3:17])[NH:7][CH:6]=[C:5]([C:18]#[N:19])[C:4]2=[O:20]. The yield is 0.630.